Dataset: HIV replication inhibition screening data with 41,000+ compounds from the AIDS Antiviral Screen. Task: Binary Classification. Given a drug SMILES string, predict its activity (active/inactive) in a high-throughput screening assay against a specified biological target. (1) The drug is COc1c(OCC(O)CN2CCCCC2)c2c(C)coc2c2ccoc12. The result is 0 (inactive). (2) The drug is Clc1ccc2nc3nc(-c4ccccc4)c(-c4ccccc4)nc3nc2c1. The result is 0 (inactive). (3) The compound is COC1Sc2ccccc2C(=O)N2CCCC12. The result is 0 (inactive). (4) The drug is OCCNCCNc1c2ccccc2nc2cc(Cl)ccc12. The result is 0 (inactive). (5) The molecule is CCN(CC)C(=S)SS(=O)(=O)c1ccc([N+](=O)[O-])cc1. The result is 0 (inactive). (6) The molecule is COc1cc(N=Nc2ccc(N=Nc3cc(NC(C)=O)c(N=Nc4ccc(S(=O)(=O)O)cc4)cc3S(=O)(=O)O)c(C)c2)c(C)cc1NC(=O)c1ccc(N)cc1. The result is 1 (active). (7) The compound is COC1=CC(=O)C(CO)=CC1=O. The result is 0 (inactive).